Predict the product of the given reaction. From a dataset of Forward reaction prediction with 1.9M reactions from USPTO patents (1976-2016). (1) Given the reactants [CH3:1][N:2]1[C@@:6]2([CH2:37][C:9]3[CH:10]=[C:11]4[C:16](=[CH:17][C:8]=3[CH2:7]2)[N:15]=[C:14]([CH2:18][N:19]2[C:23]3[CH:24]=[CH:25][CH:26]=[C:27]([N+:28]([O-])=O)[C:22]=3[N:21]([CH2:31][C:32]([O:34][CH3:35])=[O:33])[C:20]2=[O:36])[CH:13]=[CH:12]4)[C:5](=[O:38])[NH:4][C:3]1=[O:39].CCOC(C)=O, predict the reaction product. The product is: [NH2:28][C:27]1[C:22]2[N:21]([CH2:31][C:32]([O:34][CH3:35])=[O:33])[C:20](=[O:36])[N:19]([CH2:18][C:14]3[CH:13]=[CH:12][C:11]4[C:16](=[CH:17][C:8]5[CH2:7][C@@:6]6([C:5](=[O:38])[NH:4][C:3](=[O:39])[N:2]6[CH3:1])[CH2:37][C:9]=5[CH:10]=4)[N:15]=3)[C:23]=2[CH:24]=[CH:25][CH:26]=1. (2) Given the reactants [F:1][C:2]1[CH:3]=[C:4]([CH:12]2[CH2:17][N:16]([C:18]([N:20]3[CH2:25][CH2:24][S:23][CH2:22][CH2:21]3)=[O:19])[CH2:15][CH:14]([C:26]([O:28]C)=[O:27])[CH2:13]2)[CH:5]=[CH:6][C:7]=1[C:8]([F:11])([F:10])[F:9].CC(C)([O-])C.[K+], predict the reaction product. The product is: [F:1][C:2]1[CH:3]=[C:4]([CH:12]2[CH2:17][N:16]([C:18]([N:20]3[CH2:25][CH2:24][S:23][CH2:22][CH2:21]3)=[O:19])[CH2:15][CH:14]([C:26]([OH:28])=[O:27])[CH2:13]2)[CH:5]=[CH:6][C:7]=1[C:8]([F:11])([F:9])[F:10]. (3) Given the reactants [CH3:1][C:2]1[CH:3]=[CH:4][C:5]([CH3:8])=[CH:6][CH:7]=1.F[B-](F)(F)F.[CH2:14]([N+]1C=CN(C)C=1)C.[ClH:22], predict the reaction product. The product is: [CH3:1][C:2]1[CH:7]=[CH:6][C:5]([CH3:8])=[CH:4][C:3]=1[CH2:14][Cl:22]. (4) Given the reactants [CH3:1][NH:2][CH3:3].Br[CH2:5][C:6]([C:8]1[CH:13]=[CH:12][C:11]([Br:14])=[CH:10][CH:9]=1)=[O:7], predict the reaction product. The product is: [Br:14][C:11]1[CH:12]=[CH:13][C:8]([C:6](=[O:7])[CH2:5][N:2]([CH3:3])[CH3:1])=[CH:9][CH:10]=1. (5) Given the reactants [CH3:1][O:2][CH2:3][CH2:4][CH2:5][OH:6].[N+:7]([C:10]1[CH:17]=[CH:16][CH:15]=[C:14]([N+]([O-])=O)[C:11]=1[C:12]#[N:13])([O-:9])=[O:8], predict the reaction product. The product is: [CH3:1][O:2][CH2:3][CH2:4][CH2:5][O:6][C:14]1[CH:15]=[CH:16][CH:17]=[C:10]([N+:7]([O-:9])=[O:8])[C:11]=1[C:12]#[N:13]. (6) Given the reactants [O:1]1[CH2:6][CH2:5][N:4]([CH2:7][CH2:8][NH2:9])[CH2:3][CH2:2]1.F[C:11]1[N:16]=[C:15]([N:17]([CH3:30])[C:18]2[CH:23]=[CH:22][N:21]=[C:20]([C:24]3[CH:29]=[CH:28][CH:27]=[CH:26][CH:25]=3)[N:19]=2)[CH:14]=[CH:13][N:12]=1.C(=O)([O-])[O-].[Cs+].[Cs+], predict the reaction product. The product is: [CH3:30][N:17]([C:18]1[CH:23]=[CH:22][N:21]=[C:20]([C:24]2[CH:25]=[CH:26][CH:27]=[CH:28][CH:29]=2)[N:19]=1)[C:15]1[CH:14]=[CH:13][N:12]=[C:11]([NH:9][CH2:8][CH2:7][N:4]2[CH2:5][CH2:6][O:1][CH2:2][CH2:3]2)[N:16]=1.